From a dataset of Full USPTO retrosynthesis dataset with 1.9M reactions from patents (1976-2016). Predict the reactants needed to synthesize the given product. (1) Given the product [NH2:15][C@H:14]([CH2:18][OH:17])[CH2:13][CH2:12][CH2:11][C:10]#[C:9][C@:8]([NH:32][C@H:33]([C:39]([OH:41])=[O:40])[CH2:34][C:35]([F:38])([CH3:37])[CH3:36])([C:5]1[CH:4]=[CH:3][C:2]([Br:1])=[CH:7][CH:6]=1)[C:28]([F:30])([F:29])[F:31], predict the reactants needed to synthesize it. The reactants are: [Br:1][C:2]1[CH:7]=[CH:6][C:5]([C@:8]([NH:32][C@H:33]([C:39]([OH:41])=[O:40])[CH2:34][C:35]([F:38])([CH3:37])[CH3:36])([C:28]([F:31])([F:30])[F:29])[C:9]#[C:10][CH2:11][CH2:12][CH2:13][C@H:14]2[CH2:18][O:17]C(C)(C)[N:15]2C(OC(C)(C)C)=O)=[CH:4][CH:3]=1.FC(F)(F)C(O)=O. (2) Given the product [Cl:1][C:2]1[CH:7]=[CH:6][C:5]([Cl:8])=[CH:4][C:3]=1[C:9]1[C:14]([Cl:15])=[CH:13][C:12]([O:16][CH3:17])=[C:11]([CH2:18][CH2:19][N:24]2[CH2:23][CH2:22][N:21]([C:27]([O:29][C:30]([CH3:33])([CH3:32])[CH3:31])=[O:28])[CH2:26][CH2:25]2)[CH:10]=1, predict the reactants needed to synthesize it. The reactants are: [Cl:1][C:2]1[CH:7]=[CH:6][C:5]([Cl:8])=[CH:4][C:3]=1[C:9]1[C:14]([Cl:15])=[CH:13][C:12]([O:16][CH3:17])=[C:11]([CH2:18][CH:19]=O)[CH:10]=1.[N:21]1([C:27]([O:29][C:30]([CH3:33])([CH3:32])[CH3:31])=[O:28])[CH2:26][CH2:25][NH:24][CH2:23][CH2:22]1.CC(O)=O.[BH-](OC(C)=O)(OC(C)=O)OC(C)=O.[Na+]. (3) Given the product [C:20]([O:24][C:25]([N:27]1[CH2:32][CH2:31][CH:30]([CH2:33][CH2:34][NH:35][C:2]2[N:11]=[C:10]3[C:5]([C:6](=[O:18])[C:7]([C:15]([OH:17])=[O:16])=[CH:8][N:9]3[CH:12]3[CH2:14][CH2:13]3)=[CH:4][C:3]=2[F:19])[CH2:29][CH2:28]1)=[O:26])([CH3:23])([CH3:22])[CH3:21], predict the reactants needed to synthesize it. The reactants are: Cl[C:2]1[N:11]=[C:10]2[C:5]([C:6](=[O:18])[C:7]([C:15]([OH:17])=[O:16])=[CH:8][N:9]2[CH:12]2[CH2:14][CH2:13]2)=[CH:4][C:3]=1[F:19].[C:20]([O:24][C:25]([N:27]1[CH2:32][CH2:31][CH:30]([CH2:33][CH2:34][NH2:35])[CH2:29][CH2:28]1)=[O:26])([CH3:23])([CH3:22])[CH3:21]. (4) Given the product [NH2:14][C:11]1[CH:12]=[CH:13][C:8]([C:6]([N:4]2[CH2:3][C:2]([OH:1])([C:22]3[CH:27]=[CH:26][CH:25]=[C:24]([C:28]([F:31])([F:29])[F:30])[CH:23]=3)[CH2:5]2)=[O:7])=[CH:9][CH:10]=1, predict the reactants needed to synthesize it. The reactants are: [OH:1][C:2]1([C:22]2[CH:27]=[CH:26][CH:25]=[C:24]([C:28]([F:31])([F:30])[F:29])[CH:23]=2)[CH2:5][N:4]([C:6]([C:8]2[CH:13]=[CH:12][C:11]([NH:14]C(=O)OC(C)(C)C)=[CH:10][CH:9]=2)=[O:7])[CH2:3]1.Cl. (5) The reactants are: [Cl:1][C:2]1[C:3](Cl)=[N:4][CH:5]=[C:6]([CH:10]=1)[C:7]([OH:9])=[O:8].[C:12]([O:16][C:17]([N:19]1[CH2:24][CH2:23][NH:22][CH2:21][CH2:20]1)=[O:18])([CH3:15])([CH3:14])[CH3:13]. Given the product [C:12]([O:16][C:17]([N:19]1[CH2:24][CH2:23][N:22]([C:3]2[C:2]([Cl:1])=[CH:10][C:6]([C:7]([OH:9])=[O:8])=[CH:5][N:4]=2)[CH2:21][CH2:20]1)=[O:18])([CH3:15])([CH3:13])[CH3:14], predict the reactants needed to synthesize it. (6) Given the product [CH2:53]([Cl:55])[Cl:54].[CH3:13][OH:14].[NH4+:4].[OH-:47].[CH2:1]([C:3]1[C:11]2[C:6](=[CH:7][CH:8]=[CH:9][C:10]=2[NH:12][C:13]([C:15]2[N:19]3[CH:20]=[CH:21][C:22]([O:24][C@@H:25]4[C@@H:29]([OH:30])[CH2:28][NH:27][CH2:26]4)=[CH:23][C:18]3=[N:17][CH:16]=2)=[O:14])[N:5]([CH2:38][C:39]2[CH:44]=[CH:43][CH:42]=[C:41]([CH3:45])[N:40]=2)[N:4]=1)[CH3:2], predict the reactants needed to synthesize it. The reactants are: [CH2:1]([C:3]1[C:11]2[C:6](=[CH:7][CH:8]=[CH:9][C:10]=2[NH:12][C:13]([C:15]2[N:19]3[CH:20]=[CH:21][C:22]([O:24][C@@H:25]4[C@@H:29]([OH:30])[CH2:28][N:27](C(OC(C)(C)C)=O)[CH2:26]4)=[CH:23][C:18]3=[N:17][CH:16]=2)=[O:14])[N:5]([CH2:38][C:39]2[CH:44]=[CH:43][CH:42]=[C:41]([CH3:45])[N:40]=2)[N:4]=1)[CH3:2].C(O)(C(F)(F)F)=[O:47].[CH2:53]([Cl:55])[Cl:54]. (7) Given the product [Br:1][C:2]1[CH:9]=[C:6]([C:7]2[O:13][CH2:12][C:11]([CH3:15])([CH3:14])[N:8]=2)[CH:5]=[N:4][CH:3]=1, predict the reactants needed to synthesize it. The reactants are: [Br:1][C:2]1[CH:3]=[N:4][CH:5]=[C:6]([CH:9]=1)[C:7]#[N:8].N[C:11]([CH3:15])([CH3:14])[CH2:12][OH:13]. (8) Given the product [CH:14]([S:17]([N:20]1[C:24]2[CH:25]=[C:26]([C:2]3[N:6]([C:7]4[CH:12]=[CH:11][CH:10]=[CH:9][CH:8]=4)[N:5]=[C:4]([CH3:13])[CH:3]=3)[CH:27]=[CH:28][C:23]=2[N:22]=[C:21]1[NH2:32])(=[O:18])=[O:19])([CH3:16])[CH3:15], predict the reactants needed to synthesize it. The reactants are: Br[C:2]1[N:6]([C:7]2[CH:12]=[CH:11][CH:10]=[CH:9][CH:8]=2)[N:5]=[C:4]([CH3:13])[CH:3]=1.[CH:14]([S:17]([N:20]1[C:24]2[CH:25]=[C:26](B(O)O)[CH:27]=[CH:28][C:23]=2[N:22]=[C:21]1[NH2:32])(=[O:19])=[O:18])([CH3:16])[CH3:15].C(=O)([O-])[O-].[Na+].[Na+].